Dataset: Full USPTO retrosynthesis dataset with 1.9M reactions from patents (1976-2016). Task: Predict the reactants needed to synthesize the given product. (1) Given the product [F:10][C:11]1[CH:16]=[CH:15][C:14]([C:17]2[O:40][C:20]3=[N:21][C:22]([CH2:34][CH2:35][C:36]([F:39])([F:37])[F:38])=[C:23]([C:25]4[CH:33]=[CH:32][CH:31]=[C:27]([C:28](=[O:29])[NH:60][C:55]([C:54]5[N:59]=[C:58]([CH3:57])[O:52][N:53]=5)([CH3:56])[CH3:1])[CH:26]=4)[CH:24]=[C:19]3[C:18]=2[C:41]([NH:42][CH3:43])=[O:44])=[CH:13][CH:12]=1, predict the reactants needed to synthesize it. The reactants are: [CH2:1](N(C(C)C)C(C)C)C.[F:10][C:11]1[CH:16]=[CH:15][C:14]([C:17]2[O:40][C:20]3=[N:21][C:22]([CH2:34][CH2:35][C:36]([F:39])([F:38])[F:37])=[C:23]([C:25]4[CH:26]=[C:27]([CH:31]=[CH:32][CH:33]=4)[C:28](O)=[O:29])[CH:24]=[C:19]3[C:18]=2[C:41](=[O:44])[NH:42][CH3:43])=[CH:13][CH:12]=1.CN(C([O:52][N:53]1N=[N:60][C:55]2[CH:56]=[CH:57][CH:58]=[N:59][C:54]1=2)=[N+](C)C)C.F[P-](F)(F)(F)(F)F.O1C=NC(CN)=N1. (2) Given the product [I:14][C:6]1[C:5]([O:2][CH3:1])=[N:13][CH:12]=[CH:11][C:7]=1[C:8]([OH:10])=[O:9], predict the reactants needed to synthesize it. The reactants are: [CH3:1][O-:2].[Na+].Br[C:5]1[C:6]([I:14])=[C:7]([CH:11]=[CH:12][N:13]=1)[C:8]([OH:10])=[O:9].Cl. (3) The reactants are: Br[C:2]1[CH:3]=[C:4]([N:22]([CH2:29][CH3:30])[CH:23]2[CH2:28][CH2:27][S:26][CH2:25][CH2:24]2)[C:5]([CH3:21])=[C:6]([CH:20]=1)[C:7]([NH:9][CH2:10][C:11]1[C:12](=[O:19])[NH:13][C:14]([CH3:18])=[CH:15][C:16]=1[CH3:17])=[O:8].CC1(C)C(C)(C)OB([C:39]2[CH:51]=[CH:50][C:42]([CH2:43][N:44]3[CH2:49][CH2:48][O:47][CH2:46][CH2:45]3)=[CH:41][CH:40]=2)O1.C(=O)([O-])[O-].[Na+].[Na+]. Given the product [CH3:17][C:16]1[CH:15]=[C:14]([CH3:18])[NH:13][C:12](=[O:19])[C:11]=1[CH2:10][NH:9][C:7]([C:6]1[CH:20]=[C:2]([C:39]2[CH:40]=[CH:41][C:42]([CH2:43][N:44]3[CH2:49][CH2:48][O:47][CH2:46][CH2:45]3)=[CH:50][CH:51]=2)[CH:3]=[C:4]([N:22]([CH2:29][CH3:30])[CH:23]2[CH2:28][CH2:27][S:26][CH2:25][CH2:24]2)[C:5]=1[CH3:21])=[O:8], predict the reactants needed to synthesize it. (4) Given the product [I:29][C:7]1[C:8]([CH:9]=[C:3]([O:2][CH3:1])[C:4](=[O:5])[C:6]=1[NH:11][C:12]1[C:21]2[C:16](=[CH:17][C:18]([O:24][CH2:25][CH2:26][O:27][CH3:28])=[C:19]([O:22][CH3:23])[CH:20]=2)[N:15]=[CH:14][N:13]=1)=[O:10], predict the reactants needed to synthesize it. The reactants are: [CH3:1][O:2][C:3]1[C:4]([C:6]([NH:11][C:12]2[C:21]3[C:16](=[CH:17][C:18]([O:24][CH2:25][CH2:26][O:27][CH3:28])=[C:19]([O:22][CH3:23])[CH:20]=3)[N:15]=[CH:14][N:13]=2)=[CH:7][C:8](=[O:10])[CH:9]=1)=[O:5].[I:29]I. (5) Given the product [Cl:1][S:2]([C:14]1[CH:15]=[CH:16][C:11]([CH:10]=[CH:9][C:8]([OH:28])=[O:7])=[CH:12][CH:13]=1)(=[O:5])=[O:3], predict the reactants needed to synthesize it. The reactants are: [Cl:1][S:2]([OH:5])(=O)=[O:3].C[O:7][C:8](=[O:28])[CH:9]=[CH:10][C:11]1[CH:16]=[CH:15][CH:14]=[C:13](S(=O)(=O)NC2C=CC=C(Br)C=2)[CH:12]=1.Cl.